Dataset: Forward reaction prediction with 1.9M reactions from USPTO patents (1976-2016). Task: Predict the product of the given reaction. (1) Given the reactants Br[C:2]1[C:3]([O:8][CH:9]2[CH2:14][CH2:13][CH:12]([C:15]3[NH:19][C:18]4[CH:20]=[CH:21][CH:22]=[CH:23][C:17]=4[N:16]=3)[CH2:11][CH2:10]2)=[N:4][CH:5]=[CH:6][CH:7]=1.CC1(C)C(C)(C)OB([C:32]2[CH2:33][CH2:34][O:35][CH2:36][CH:37]=2)O1.C([O-])([O-])=O.[Na+].[Na+].O1CCOCC1, predict the reaction product. The product is: [O:35]1[CH2:34][CH:33]=[C:32]([C:2]2[C:3]([O:8][CH:9]3[CH2:10][CH2:11][CH:12]([C:15]4[NH:19][C:18]5[CH:20]=[CH:21][CH:22]=[CH:23][C:17]=5[N:16]=4)[CH2:13][CH2:14]3)=[N:4][CH:5]=[CH:6][CH:7]=2)[CH2:37][CH2:36]1. (2) Given the reactants [Br:1][C:2]1[CH:3]=[C:4]2[C:10]([CH2:11][C:12]3[CH:13]=[CH:14][C:15]([NH2:19])=[N:16][C:17]=3[F:18])=[CH:9][NH:8][C:5]2=[N:6][CH:7]=1.[F:20][C:21]1[CH:22]=[C:23]([CH:29]=O)[C:24]([O:27][CH3:28])=[N:25][CH:26]=1.C([SiH](CC)CC)C.FC(F)(F)C(O)=O, predict the reaction product. The product is: [Br:1][C:2]1[CH:3]=[C:4]2[C:10]([CH2:11][C:12]3[CH:13]=[CH:14][C:15]([NH:19][CH2:29][C:23]4[C:24]([O:27][CH3:28])=[N:25][CH:26]=[C:21]([F:20])[CH:22]=4)=[N:16][C:17]=3[F:18])=[CH:9][NH:8][C:5]2=[N:6][CH:7]=1. (3) Given the reactants [NH2:1][C:2]1[C:3]([C:12]([NH:14][C@@H:15]([CH:21]([CH3:23])[CH3:22])[CH2:16][C:17]([O:19]C)=[O:18])=[O:13])=[CH:4][C:5]2[C:10]([CH:11]=1)=[CH:9][CH:8]=[CH:7][CH:6]=2.[N:24]([C:27]1[C:32]([CH3:33])=[CH:31][C:30]([CH3:34])=[CH:29][C:28]=1[CH3:35])=[C:25]=[O:26].[Li+].[OH-].Cl, predict the reaction product. The product is: [CH3:22][CH:21]([CH3:23])[C@H:15]([NH:14][C:12]([C:3]1[C:2]([NH:1][C:25]([NH:24][C:27]2[C:28]([CH3:35])=[CH:29][C:30]([CH3:34])=[CH:31][C:32]=2[CH3:33])=[O:26])=[CH:11][C:10]2[C:5](=[CH:6][CH:7]=[CH:8][CH:9]=2)[CH:4]=1)=[O:13])[CH2:16][C:17]([OH:19])=[O:18]. (4) Given the reactants [CH2:1]([N:8]1[C:16]2[C:11](=[CH:12][CH:13]=[C:14]([C:17]([NH:19][CH2:20][CH2:21]O)=[O:18])[CH:15]=2)[C:10]([C:23]([NH:25][CH2:26][C:27]2[CH:32]=[CH:31][C:30]([F:33])=[C:29]([F:34])[CH:28]=2)=[O:24])=[C:9]1[CH:35]([CH3:37])[CH3:36])[C:2]1[CH:7]=[CH:6][CH:5]=[CH:4][CH:3]=1.CCN(CC)CC.CS(Cl)(=O)=O, predict the reaction product. The product is: [CH2:1]([N:8]1[C:16]2[C:11](=[CH:12][CH:13]=[C:14]([C:17]3[O:18][CH2:21][CH2:20][N:19]=3)[CH:15]=2)[C:10]([C:23]([NH:25][CH2:26][C:27]2[CH:32]=[CH:31][C:30]([F:33])=[C:29]([F:34])[CH:28]=2)=[O:24])=[C:9]1[CH:35]([CH3:37])[CH3:36])[C:2]1[CH:3]=[CH:4][CH:5]=[CH:6][CH:7]=1. (5) Given the reactants C(OC([N:8]1[C:12]2[CH:13]=[CH:14][C:15]([Cl:17])=[CH:16][C:11]=2[N:10]=[C:9]1[CH:18]([NH:24][C:25](=[O:40])[C:26]1[CH:31]=[CH:30][C:29]([C:32]([N:34]2[CH2:38][CH2:37][CH2:36][CH2:35]2)=[O:33])=[C:28]([CH3:39])[CH:27]=1)[CH2:19][CH2:20][C:21]([OH:23])=O)=O)(C)(C)C.CN(C(ON1N=NC2C=CC=CC1=2)=[N+](C)C)C.[B-](F)(F)(F)F.C(N(C(C)C)CC)(C)C.[CH3:72][N:73]1[CH2:76][C:75]2([CH2:80][CH2:79][NH:78][CH2:77]2)[CH2:74]1.FC(F)(F)C(O)=O.ClCl, predict the reaction product. The product is: [Cl:17][C:15]1[CH:14]=[CH:13][C:12]2[NH:8][C:9]([C@@H:18]([NH:24][C:25](=[O:40])[C:26]3[CH:31]=[CH:30][C:29]([C:32]([N:34]4[CH2:35][CH2:36][CH2:37][CH2:38]4)=[O:33])=[C:28]([CH3:39])[CH:27]=3)[CH2:19][CH2:20][C:21]([N:78]3[CH2:79][CH2:80][C:75]4([CH2:76][N:73]([CH3:72])[CH2:74]4)[CH2:77]3)=[O:23])=[N:10][C:11]=2[CH:16]=1. (6) Given the reactants [OH:1][N:2]1[C:6]([S:7][C:8]2[CH:13]=[CH:12][CH:11]=[CH:10][CH:9]=2)=[CH:5][CH:4]=[N:3]1.[CH3:14][N:15]([C:19]1[CH:24]=[CH:23][CH:22]=[CH:21][CH:20]=1)[C:16](Cl)=[O:17], predict the reaction product. The product is: [C:8]1([S:7][C:6]2[N:2]([O:1][C:16](=[O:17])[N:15]([CH3:14])[C:19]3[CH:24]=[CH:23][CH:22]=[CH:21][CH:20]=3)[N:3]=[CH:4][CH:5]=2)[CH:13]=[CH:12][CH:11]=[CH:10][CH:9]=1. (7) The product is: [NH2:12][C:9]1[CH:10]=[C:11]2[C:6]([CH2:5][CH2:4][CH2:3][CH:2]2[N:33]2[C:32]3[CH:37]=[C:38]([F:39])[C:29]([S:26]([NH:25][C:40]4[CH:45]=[CH:44][CH:43]=[C:42]([F:46])[N:41]=4)(=[O:28])=[O:27])=[CH:30][C:31]=3[O:35][C:34]2=[O:36])=[CH:7][CH:8]=1. Given the reactants O[CH:2]1[C:11]2[CH:10]=[C:9]([NH:12]C(=O)OC(C)(C)C)[CH:8]=[CH:7][C:6]=2[CH2:5][CH2:4][CH2:3]1.COC1C=C(OC)C=CC=1C[N:25]([C:40]1[CH:45]=[CH:44][CH:43]=[C:42]([F:46])[N:41]=1)[S:26]([C:29]1[C:38]([F:39])=[CH:37][C:32]2[NH:33][C:34](=[O:36])[O:35][C:31]=2[CH:30]=1)(=[O:28])=[O:27], predict the reaction product.